Dataset: Reaction yield outcomes from USPTO patents with 853,638 reactions. Task: Predict the reaction yield, written as a fraction of the theoretical maximum amount of product (1.0 means a 100% yield; for example, 0.34 means a 34% yield). (1) The reactants are C([O:3][C:4](=[O:49])[CH2:5][CH2:6][CH2:7][O:8][C:9]1[CH:14]=[CH:13][CH:12]=[C:11]([CH2:15][CH2:16][CH2:17][CH2:18][CH2:19][CH2:20][O:21][C:22]2[CH:27]=[C:26]([S:28]([CH3:31])(=[O:30])=[O:29])[CH:25]=[C:24]([C:32]3[CH:41]=[CH:40][C:35]4[O:36][CH2:37][CH2:38][O:39][C:34]=4[CH:33]=3)[CH:23]=2)[C:10]=1[CH2:42][CH2:43][C:44]([O:46]CC)=[O:45])C.[OH-].[Na+]. No catalyst specified. The product is [C:44]([CH2:43][CH2:42][C:10]1[C:11]([CH2:15][CH2:16][CH2:17][CH2:18][CH2:19][CH2:20][O:21][C:22]2[CH:27]=[C:26]([S:28]([CH3:31])(=[O:29])=[O:30])[CH:25]=[C:24]([C:32]3[CH:41]=[CH:40][C:35]4[O:36][CH2:37][CH2:38][O:39][C:34]=4[CH:33]=3)[CH:23]=2)=[CH:12][CH:13]=[CH:14][C:9]=1[O:8][CH2:7][CH2:6][CH2:5][C:4]([OH:49])=[O:3])([OH:46])=[O:45]. The yield is 0.690. (2) The product is [NH2:1][C:2]1[CH:7]=[CH:6][C:5]([O:8][C:24]2[C:23]3[C:28](=[CH:29][C:20]([O:19][CH2:12][C:13]4[CH:18]=[CH:17][CH:16]=[CH:15][CH:14]=4)=[C:21]([C:31]([O:33][CH3:34])=[O:32])[CH:22]=3)[N:27]=[CH:26][CH:25]=2)=[CH:4][C:3]=1[Cl:9]. The yield is 0.733. The catalyst is CS(C)=O.O. The reactants are [NH2:1][C:2]1[CH:7]=[CH:6][C:5]([OH:8])=[CH:4][C:3]=1[Cl:9].[H-].[Na+].[CH2:12]([O:19][C:20]1[CH:29]=[C:28]2[C:23]([C:24](Cl)=[CH:25][CH:26]=[N:27]2)=[CH:22][C:21]=1[C:31]([O:33][CH3:34])=[O:32])[C:13]1[CH:18]=[CH:17][CH:16]=[CH:15][CH:14]=1.C(OCC)(=O)C. (3) The reactants are [Br:1][C:2]1[CH:7]=[CH:6][N:5]=[C:4]([CH2:8][C:9]([C:11]2[CH:16]=[CH:15][C:14]([O:17][CH3:18])=[CH:13][CH:12]=2)=O)[CH:3]=1.C(N(CC)C(C)C)(C)C.Cl.[NH2:29][OH:30]. The catalyst is CO. The product is [Br:1][C:2]1[CH:7]=[CH:6][N:5]=[C:4]([CH2:8]/[C:9](/[C:11]2[CH:16]=[CH:15][C:14]([O:17][CH3:18])=[CH:13][CH:12]=2)=[N:29]/[OH:30])[CH:3]=1. The yield is 0.680. (4) The catalyst is [Pd]. The yield is 0.640. The reactants are [C:1]([O:5][C:6](=[O:23])[NH:7][C:8]1[CH:13]=[CH:12][C:11]([CH:14]([CH2:19][N:20]=[N+]=[N-])[CH2:15][N:16]=[N+]=[N-])=[CH:10][CH:9]=1)([CH3:4])([CH3:3])[CH3:2]. The product is [C:1]([O:5][C:6](=[O:23])[NH:7][C:8]1[CH:13]=[CH:12][C:11]([CH:14]([CH2:15][NH2:16])[CH2:19][NH2:20])=[CH:10][CH:9]=1)([CH3:4])([CH3:2])[CH3:3]. (5) The reactants are [C:1]([C:5]1[CH:6]=[C:7]([CH:10]=[C:11]([C:14]([CH3:17])([CH3:16])[CH3:15])[C:12]=1[OH:13])[CH:8]=O)([CH3:4])([CH3:3])[CH3:2].C([O-])=O.[NH4+].[CH:22]([NH2:24])=[O:23]. The catalyst is O. The product is [CH:22]([NH:24][CH2:8][C:7]1[CH:6]=[C:5]([C:1]([CH3:4])([CH3:3])[CH3:2])[C:12]([OH:13])=[C:11]([C:14]([CH3:17])([CH3:16])[CH3:15])[CH:10]=1)=[O:23]. The yield is 0.760. (6) The reactants are FC(F)(F)S(O[CH2:7][C:8]([C:11]1[CH:16]=[CH:15][C:14]([Cl:17])=[CH:13][N:12]=1)([F:10])[F:9])(=O)=O.[NH:20]1[CH2:25][CH2:24][CH:23]([NH:26][C:27](=[O:33])[O:28][C:29]([CH3:32])([CH3:31])[CH3:30])[CH2:22][CH2:21]1.CCN(C(C)C)C(C)C. The catalyst is C(Cl)Cl. The product is [Cl:17][C:14]1[CH:15]=[CH:16][C:11]([C:8]([F:10])([F:9])[CH2:7][N:20]2[CH2:21][CH2:22][CH:23]([NH:26][C:27](=[O:33])[O:28][C:29]([CH3:31])([CH3:30])[CH3:32])[CH2:24][CH2:25]2)=[N:12][CH:13]=1. The yield is 0.890. (7) The yield is 0.460. The catalyst is N1C=CC=CC=1. The product is [CH:1]([C:4]1[CH:23]=[CH:22][C:7]([O:8][CH2:9][C:10]([NH:12][C:13]2[CH:14]=[C:15]([CH:19]=[CH:20][CH:21]=2)[C:16]([OH:18])=[O:17])=[S:11])=[CH:6][C:5]=1[CH3:24])([CH3:3])[CH3:2]. The reactants are [CH:1]([C:4]1[CH:23]=[CH:22][C:7]([O:8][CH2:9][C:10]([NH:12][C:13]2[CH:14]=[C:15]([CH:19]=[CH:20][CH:21]=2)[C:16]([O-:18])=[O:17])=[S:11])=[CH:6][C:5]=1[CH3:24])([CH3:3])[CH3:2].[I-].[Li+]. (8) The reactants are [CH:1]1([C:4]2[C:5]([C:19]3[CH:20]=[CH:21][C:22]4[O:27][CH2:26][CH2:25][CH2:24][C:23]=4[CH:28]=3)=[C:6]([CH:11]([O:16][CH:17]=[CH2:18])[C:12]([O:14][CH3:15])=[O:13])[C:7]([CH3:10])=[CH:8][CH:9]=2)[CH2:3][CH2:2]1.[CH2:29]([Zn]CC)C.ICI. The catalyst is ClCCCl. The product is [CH:1]1([C:4]2[C:5]([C:19]3[CH:20]=[CH:21][C:22]4[O:27][CH2:26][CH2:25][CH2:24][C:23]=4[CH:28]=3)=[C:6]([CH:11]([O:16][CH:17]3[CH2:29][CH2:18]3)[C:12]([O:14][CH3:15])=[O:13])[C:7]([CH3:10])=[CH:8][CH:9]=2)[CH2:2][CH2:3]1. The yield is 0.740.